Dataset: Full USPTO retrosynthesis dataset with 1.9M reactions from patents (1976-2016). Task: Predict the reactants needed to synthesize the given product. The reactants are: [C:1]([C:3]1[S:4][C:5]2[CH:11]=[C:10]([OH:12])[CH:9]=[CH:8][C:6]=2[N:7]=1)#[N:2].C(=O)([O-])[O-].[K+].[K+].[F:19][C:20]([F:30])([F:29])[C:21]1[CH:28]=[CH:27][C:24]([CH2:25]Br)=[CH:23][CH:22]=1. Given the product [F:19][C:20]([F:29])([F:30])[C:21]1[CH:28]=[CH:27][C:24]([CH2:25][O:12][C:10]2[CH:9]=[CH:8][C:6]3[N:7]=[C:3]([C:1]#[N:2])[S:4][C:5]=3[CH:11]=2)=[CH:23][CH:22]=1, predict the reactants needed to synthesize it.